Dataset: Forward reaction prediction with 1.9M reactions from USPTO patents (1976-2016). Task: Predict the product of the given reaction. (1) The product is: [CH2:1]([O:4][C:5]1[CH:9]=[C:8]([CH2:10][CH2:11][CH2:12][OH:13])[N:7]([CH2:17][C:18]2[CH:19]=[CH:20][C:21]([C:24]([F:26])([F:27])[F:25])=[CH:22][CH:23]=2)[N:6]=1)[CH2:2][CH3:3]. Given the reactants [CH2:1]([O:4][C:5]1[CH:9]=[C:8]([CH2:10][CH2:11][C:12](OCC)=[O:13])[N:7]([CH2:17][C:18]2[CH:23]=[CH:22][C:21]([C:24]([F:27])([F:26])[F:25])=[CH:20][CH:19]=2)[N:6]=1)[CH2:2][CH3:3].[H-].C([Al+]CC(C)C)C(C)C.[Cl-].[NH4+], predict the reaction product. (2) Given the reactants [CH2:1]([N:5]([CH2:22][CH2:23][CH2:24][CH3:25])[C:6]1[CH:11]=[CH:10][C:9]([CH:12]=[CH:13][C:14]2[S:18][C:17]([CH:19]=[O:20])=[CH:16][CH:15]=2)=[C:8]([OH:21])[CH:7]=1)[CH2:2][CH2:3][CH3:4].[CH2:26]([CH:28]1[O:30][CH2:29]1)Br.C(=O)([O-])[O-].[K+].[K+].O, predict the reaction product. The product is: [CH2:22]([N:5]([CH2:1][CH2:2][CH2:3][CH3:4])[C:6]1[CH:11]=[CH:10][C:9]([CH:12]=[CH:13][C:14]2[S:18][C:17]([CH:19]=[O:20])=[CH:16][CH:15]=2)=[C:8]([O:21][CH2:26][CH:28]2[CH2:29][O:30]2)[CH:7]=1)[CH2:23][CH2:24][CH3:25].